From a dataset of NCI-60 drug combinations with 297,098 pairs across 59 cell lines. Regression. Given two drug SMILES strings and cell line genomic features, predict the synergy score measuring deviation from expected non-interaction effect. (1) Drug 1: CC1=C2C(C(=O)C3(C(CC4C(C3C(C(C2(C)C)(CC1OC(=O)C(C(C5=CC=CC=C5)NC(=O)C6=CC=CC=C6)O)O)OC(=O)C7=CC=CC=C7)(CO4)OC(=O)C)O)C)OC(=O)C. Drug 2: COCCOC1=C(C=C2C(=C1)C(=NC=N2)NC3=CC=CC(=C3)C#C)OCCOC.Cl. Cell line: NCIH23. Synergy scores: CSS=42.1, Synergy_ZIP=7.21, Synergy_Bliss=8.92, Synergy_Loewe=8.80, Synergy_HSA=8.83. (2) Drug 1: CC1OCC2C(O1)C(C(C(O2)OC3C4COC(=O)C4C(C5=CC6=C(C=C35)OCO6)C7=CC(=C(C(=C7)OC)O)OC)O)O. Drug 2: CCC1(CC2CC(C3=C(CCN(C2)C1)C4=CC=CC=C4N3)(C5=C(C=C6C(=C5)C78CCN9C7C(C=CC9)(C(C(C8N6C=O)(C(=O)OC)O)OC(=O)C)CC)OC)C(=O)OC)O.OS(=O)(=O)O. Cell line: TK-10. Synergy scores: CSS=6.08, Synergy_ZIP=-2.20, Synergy_Bliss=2.29, Synergy_Loewe=1.44, Synergy_HSA=1.21. (3) Drug 1: CCN(CC)CCNC(=O)C1=C(NC(=C1C)C=C2C3=C(C=CC(=C3)F)NC2=O)C. Drug 2: CS(=O)(=O)OCCCCOS(=O)(=O)C. Cell line: NCI-H460. Synergy scores: CSS=29.4, Synergy_ZIP=-10.5, Synergy_Bliss=-3.23, Synergy_Loewe=-3.23, Synergy_HSA=-2.97. (4) Drug 1: C1C(C(OC1N2C=NC3=C(N=C(N=C32)Cl)N)CO)O. Drug 2: B(C(CC(C)C)NC(=O)C(CC1=CC=CC=C1)NC(=O)C2=NC=CN=C2)(O)O. Cell line: UACC62. Synergy scores: CSS=44.4, Synergy_ZIP=-7.94, Synergy_Bliss=-11.1, Synergy_Loewe=-15.8, Synergy_HSA=-9.45. (5) Drug 1: C1=NC2=C(N1)C(=S)N=C(N2)N. Drug 2: C1CN1P(=S)(N2CC2)N3CC3. Cell line: OVCAR-5. Synergy scores: CSS=35.3, Synergy_ZIP=-5.30, Synergy_Bliss=-8.70, Synergy_Loewe=-20.0, Synergy_HSA=-6.24. (6) Drug 1: C1=CC(=C2C(=C1NCCNCCO)C(=O)C3=C(C=CC(=C3C2=O)O)O)NCCNCCO. Drug 2: C1C(C(OC1N2C=NC3=C(N=C(N=C32)Cl)N)CO)O. Cell line: HOP-62. Synergy scores: CSS=35.1, Synergy_ZIP=-7.09, Synergy_Bliss=-6.42, Synergy_Loewe=-18.4, Synergy_HSA=-5.80. (7) Drug 1: C1CN1P(=S)(N2CC2)N3CC3. Drug 2: C1C(C(OC1N2C=NC(=NC2=O)N)CO)O. Cell line: U251. Synergy scores: CSS=25.8, Synergy_ZIP=-1.91, Synergy_Bliss=-0.800, Synergy_Loewe=-1.24, Synergy_HSA=-1.08. (8) Drug 1: CC1=C(C=C(C=C1)NC2=NC=CC(=N2)N(C)C3=CC4=NN(C(=C4C=C3)C)C)S(=O)(=O)N.Cl. Drug 2: C1=NC2=C(N1)C(=S)N=C(N2)N. Cell line: A498. Synergy scores: CSS=12.7, Synergy_ZIP=-2.17, Synergy_Bliss=-1.88, Synergy_Loewe=-11.7, Synergy_HSA=-5.01. (9) Drug 1: C1CCC(CC1)NC(=O)N(CCCl)N=O. Drug 2: C1=NC2=C(N=C(N=C2N1C3C(C(C(O3)CO)O)F)Cl)N. Cell line: M14. Synergy scores: CSS=26.7, Synergy_ZIP=-1.21, Synergy_Bliss=2.60, Synergy_Loewe=-38.5, Synergy_HSA=2.64. (10) Drug 1: CCC(=C(C1=CC=CC=C1)C2=CC=C(C=C2)OCCN(C)C)C3=CC=CC=C3.C(C(=O)O)C(CC(=O)O)(C(=O)O)O. Drug 2: C1CN(P(=O)(OC1)NCCCl)CCCl. Cell line: NCI-H460. Synergy scores: CSS=0.571, Synergy_ZIP=0.0591, Synergy_Bliss=-0.321, Synergy_Loewe=-2.46, Synergy_HSA=-1.45.